Dataset: NCI-60 drug combinations with 297,098 pairs across 59 cell lines. Task: Regression. Given two drug SMILES strings and cell line genomic features, predict the synergy score measuring deviation from expected non-interaction effect. (1) Drug 1: C1CCN(CC1)CCOC2=CC=C(C=C2)C(=O)C3=C(SC4=C3C=CC(=C4)O)C5=CC=C(C=C5)O. Drug 2: C(=O)(N)NO. Cell line: LOX IMVI. Synergy scores: CSS=1.03, Synergy_ZIP=-0.402, Synergy_Bliss=-3.68, Synergy_Loewe=-0.831, Synergy_HSA=-4.28. (2) Drug 1: CC1=CC2C(CCC3(C2CCC3(C(=O)C)OC(=O)C)C)C4(C1=CC(=O)CC4)C. Drug 2: CC1=CC=C(C=C1)C2=CC(=NN2C3=CC=C(C=C3)S(=O)(=O)N)C(F)(F)F. Cell line: HCC-2998. Synergy scores: CSS=1.01, Synergy_ZIP=1.23, Synergy_Bliss=-0.605, Synergy_Loewe=-3.10, Synergy_HSA=-3.50. (3) Drug 1: C1CCC(C1)C(CC#N)N2C=C(C=N2)C3=C4C=CNC4=NC=N3. Drug 2: CC1C(C(CC(O1)OC2CC(CC3=C2C(=C4C(=C3O)C(=O)C5=CC=CC=C5C4=O)O)(C(=O)C)O)N)O. Cell line: NCI-H460. Synergy scores: CSS=47.3, Synergy_ZIP=8.31, Synergy_Bliss=9.18, Synergy_Loewe=-16.1, Synergy_HSA=9.13. (4) Drug 1: C1=NC2=C(N=C(N=C2N1C3C(C(C(O3)CO)O)F)Cl)N. Drug 2: CCC1(C2=C(COC1=O)C(=O)N3CC4=CC5=C(C=CC(=C5CN(C)C)O)N=C4C3=C2)O.Cl. Cell line: COLO 205. Synergy scores: CSS=59.5, Synergy_ZIP=-1.54, Synergy_Bliss=-4.52, Synergy_Loewe=-3.82, Synergy_HSA=-0.0692. (5) Drug 1: CC1CCC2CC(C(=CC=CC=CC(CC(C(=O)C(C(C(=CC(C(=O)CC(OC(=O)C3CCCCN3C(=O)C(=O)C1(O2)O)C(C)CC4CCC(C(C4)OC)O)C)C)O)OC)C)C)C)OC. Drug 2: C1C(C(OC1N2C=NC(=NC2=O)N)CO)O. Cell line: SN12C. Synergy scores: CSS=15.2, Synergy_ZIP=-5.59, Synergy_Bliss=4.17, Synergy_Loewe=1.97, Synergy_HSA=2.64. (6) Drug 1: CC1=C(C=C(C=C1)NC(=O)C2=CC=C(C=C2)CN3CCN(CC3)C)NC4=NC=CC(=N4)C5=CN=CC=C5. Drug 2: C1CN(P(=O)(OC1)NCCCl)CCCl. Cell line: SW-620. Synergy scores: CSS=-8.31, Synergy_ZIP=2.39, Synergy_Bliss=0.0134, Synergy_Loewe=-8.42, Synergy_HSA=-8.42.